Task: Predict the reactants needed to synthesize the given product.. Dataset: Full USPTO retrosynthesis dataset with 1.9M reactions from patents (1976-2016) (1) Given the product [CH2:1]([O:3][C:4]([C:6]1[CH:7]=[C:8]([C:12]2[CH:13]=[CH:14][CH:15]=[CH:16][C:17]=2[CH3:20])[CH:9]=[CH:10][CH:11]=1)=[O:5])[CH3:2], predict the reactants needed to synthesize it. The reactants are: [CH2:1]([O:3][C:4]([C:6]1[CH:7]=[C:8]([C:12]2[CH:17]=[CH:16][C:15](C)=[CH:14][CH:13]=2)[CH:9]=[CH:10][CH:11]=1)=[O:5])[CH3:2].Br[C:20]1C=C(C=CC=1)C(OCC)=O.C1(C)C=CC=CC=1B(O)O.C(=O)([O-])[O-].[Na+].[Na+].C1(P(C2C=CC=CC=2)C2C=CC=CC=2)C=CC=CC=1. (2) Given the product [Br:1][C:2]1[CH:29]=[CH:28][C:27]([F:30])=[CH:26][C:3]=1[O:4][CH:5]1[CH2:10][CH2:9][N:8]([C:11]2[S:12][C:13]3[C:18]([O:32][CH3:31])=[N:17][C:16]([S:20][CH2:21][C:22]([OH:24])=[O:23])=[N:15][C:14]=3[N:25]=2)[CH2:7][CH2:6]1, predict the reactants needed to synthesize it. The reactants are: [Br:1][C:2]1[CH:29]=[CH:28][C:27]([F:30])=[CH:26][C:3]=1[O:4][CH:5]1[CH2:10][CH2:9][N:8]([C:11]2[S:12][C:13]3[C:18](Cl)=[N:17][C:16]([S:20][CH2:21][C:22]([OH:24])=[O:23])=[N:15][C:14]=3[N:25]=2)[CH2:7][CH2:6]1.[CH3:31][OH:32].